Dataset: Forward reaction prediction with 1.9M reactions from USPTO patents (1976-2016). Task: Predict the product of the given reaction. (1) Given the reactants [CH3:1][C:2]1[N:3]=[C:4]([C:13]2[CH:18]=[CH:17][CH:16]=[CH:15][CH:14]=2)[O:5][C:6]=1[CH2:7][C:8](OCC)=[O:9].[Li+].[BH4-].Cl, predict the reaction product. The product is: [CH3:1][C:2]1[N:3]=[C:4]([C:13]2[CH:18]=[CH:17][CH:16]=[CH:15][CH:14]=2)[O:5][C:6]=1[CH2:7][CH2:8][OH:9]. (2) Given the reactants [CH2:1]([CH:8]1[CH2:12]O[C:10](=O)[N:9]1[C:14](=[O:31])[CH:15]([CH2:19][C:20]1[C:29]2[C:24](=[CH:25][CH:26]=[CH:27][CH:28]=2)[C:23]([Br:30])=[CH:22][CH:21]=1)[CH2:16]C=O)[C:2]1[CH:7]=[CH:6]C=CC=1.C1(N)CCCCC1.[BH-](OC(C)=O)(OC(C)=O)OC(C)=O.[Na+].C(O)(=O)C, predict the reaction product. The product is: [Br:30][C:23]1[C:24]2[C:29](=[CH:28][CH:27]=[CH:26][CH:25]=2)[C:20]([CH2:19][C@@H:15]2[CH2:16][CH2:10][N:9]([CH:8]3[CH2:1][CH2:2][CH2:7][CH2:6][CH2:12]3)[C:14]2=[O:31])=[CH:21][CH:22]=1. (3) Given the reactants [OH:1][C:2]1[C:6]([CH3:15])([CH2:7][CH2:8][CH2:9][CH2:10][CH2:11][CH2:12][CH2:13][CH3:14])[S:5][C:4](=[O:16])[C:3]=1[CH3:17].S(OC)(O[CH3:22])(=O)=O, predict the reaction product. The product is: [CH3:22][O:1][C:2]1[C:6]([CH3:15])([CH2:7][CH2:8][CH2:9][CH2:10][CH2:11][CH2:12][CH2:13][CH3:14])[S:5][C:4](=[O:16])[C:3]=1[CH3:17]. (4) Given the reactants C(O)(C(F)(F)F)=O.C1(OC)C=CC=CC=1.C(OC([N:23]=[C:24]([N:26](C(OC(C)(C)C)=O)[O:27][CH2:28][CH2:29][NH:30][C:31](=[O:54])[CH2:32][C:33]1[C:38]([C:39]#[N:40])=[CH:37][CH:36]=[C:35]([NH:41][CH2:42][C:43]([F:52])([F:51])[C:44]2[CH:49]=[CH:48][CH:47]=[C:46]([Cl:50])[CH:45]=2)[C:34]=1[F:53])[NH2:25])=O)(C)(C)C, predict the reaction product. The product is: [C:24]([NH:26][O:27][CH2:28][CH2:29][NH:30][C:31](=[O:54])[CH2:32][C:33]1[C:38]([C:39]#[N:40])=[CH:37][CH:36]=[C:35]([NH:41][CH2:42][C:43]([C:44]2[CH:49]=[CH:48][CH:47]=[C:46]([Cl:50])[CH:45]=2)([F:51])[F:52])[C:34]=1[F:53])(=[NH:23])[NH2:25]. (5) Given the reactants [C:1]([C:3]1[C:4]([NH2:10])=[N:5][C:6]([NH2:9])=[CH:7][CH:8]=1)#[CH:2].[CH3:11][C:12]1[N:17]=[C:16]([O:18][CH2:19][C:20]2[CH:25]=[CH:24][C:23]([CH2:26][C:27](Cl)=[N:28][OH:29])=[CH:22][CH:21]=2)[CH:15]=[CH:14][CH:13]=1.C(N(CC)CC)C.O, predict the reaction product. The product is: [CH3:11][C:12]1[N:17]=[C:16]([O:18][CH2:19][C:20]2[CH:25]=[CH:24][C:23]([CH2:26][C:27]3[CH:2]=[C:1]([C:3]4[C:4]([NH2:10])=[N:5][C:6]([NH2:9])=[CH:7][CH:8]=4)[O:29][N:28]=3)=[CH:22][CH:21]=2)[CH:15]=[CH:14][CH:13]=1.